From a dataset of TCR-epitope binding with 47,182 pairs between 192 epitopes and 23,139 TCRs. Binary Classification. Given a T-cell receptor sequence (or CDR3 region) and an epitope sequence, predict whether binding occurs between them. (1) The epitope is IPRRNVATL. The TCR CDR3 sequence is CASSTPGRRTSNQPQHF. Result: 0 (the TCR does not bind to the epitope). (2) The epitope is NQKLIANQF. The TCR CDR3 sequence is CASYADEQFF. Result: 0 (the TCR does not bind to the epitope). (3) The epitope is HPKVSSEVHI. The TCR CDR3 sequence is CAWSGGTTEAFF. Result: 0 (the TCR does not bind to the epitope). (4) Result: 0 (the TCR does not bind to the epitope). The epitope is KLSALGINAV. The TCR CDR3 sequence is CASSGVRQGTGELFF. (5) The epitope is YLQPRTFLL. The TCR CDR3 sequence is CAIQDLNTGELFF. Result: 1 (the TCR binds to the epitope). (6) The epitope is FVDGVPFVV. The TCR CDR3 sequence is CASSLVLTDTIYF. Result: 1 (the TCR binds to the epitope). (7) Result: 0 (the TCR does not bind to the epitope). The TCR CDR3 sequence is CASSLARSYEQYF. The epitope is NLSALGIFST. (8) The epitope is HTTDPSFLGRY. The TCR CDR3 sequence is CASSQDEDPYNEQFF. Result: 1 (the TCR binds to the epitope). (9) The epitope is RTLNAWVKV. The TCR CDR3 sequence is CASSDQGQVKNIQYF. Result: 1 (the TCR binds to the epitope).